Dataset: Catalyst prediction with 721,799 reactions and 888 catalyst types from USPTO. Task: Predict which catalyst facilitates the given reaction. (1) Reactant: [NH2:1][CH:2]1[CH2:7][CH2:6][N:5]([CH2:8][C@H:9]2[C:19]3=[C:20]4[C:15](=[CH:16][CH:17]=[C:18]3[F:21])[CH:14]=[CH:13][C:12](=[O:22])[N:11]4[CH2:10]2)[CH2:4][CH2:3]1.COC[O:26][C:27]1[CH:28]=[CH:29][CH:30]=[C:31]2[C:36]=1[C:35](=[O:37])[NH:34][C:33]([CH:38]=O)=[CH:32]2.[BH4-].[Na+].[Cl:42]CCl. Product: [ClH:42].[F:21][C:18]1[C:19]2[C@H:9]([CH2:8][N:5]3[CH2:6][CH2:7][CH:2]([NH:1][CH2:38][C:33]4[NH:34][C:35](=[O:37])[C:36]5[C:31]([CH:32]=4)=[CH:30][CH:29]=[CH:28][C:27]=5[OH:26])[CH2:3][CH2:4]3)[CH2:10][N:11]3[C:20]=2[C:15]([CH:14]=[CH:13][C:12]3=[O:22])=[CH:16][CH:17]=1. The catalyst class is: 5. (2) Reactant: [C:1]1([CH2:7][CH2:8][CH2:9][NH:10][C@H:11]2[CH2:16][CH2:15][C@H:14]([C:17]3[CH:26]=[CH:25][C:20]4[NH:21][C:22](=[O:24])[O:23][C:19]=4[CH:18]=3)[CH2:13][CH2:12]2)[CH:6]=[CH:5][CH:4]=[CH:3][CH:2]=1.O.[BH-](OC(C)=O)(OC(C)=O)O[C:30](C)=O.[Na+].[OH-].[Na+]. Product: [CH3:30][N:10]([CH2:9][CH2:8][CH2:7][C:1]1[CH:6]=[CH:5][CH:4]=[CH:3][CH:2]=1)[C@H:11]1[CH2:12][CH2:13][C@H:14]([C:17]2[CH:26]=[CH:25][C:20]3[NH:21][C:22](=[O:24])[O:23][C:19]=3[CH:18]=2)[CH2:15][CH2:16]1. The catalyst class is: 5. (3) The catalyst class is: 16. Product: [CH3:20][O:21][C:22]1[CH:30]=[CH:29][C:25]([CH2:26][CH2:27][NH:28][C:2]2[CH:7]=[CH:6][CH:5]=[CH:4][C:3]=2[N+:8]([O-:10])=[O:9])=[CH:24][CH:23]=1. Reactant: F[C:2]1[CH:7]=[CH:6][CH:5]=[CH:4][C:3]=1[N+:8]([O-:10])=[O:9].C(N(C(C)C)CC)(C)C.[CH3:20][O:21][C:22]1[CH:30]=[CH:29][C:25]([CH2:26][CH2:27][NH2:28])=[CH:24][CH:23]=1. (4) Reactant: [OH-].[Na+].[CH2:3]([O:5][CH2:6][C:7]1[N:8]([CH2:20][C:21]([CH3:28])([CH3:27])[C:22]([O:24]CC)=[O:23])[C:9]2[C:18]3[CH:17]=[CH:16][CH:15]=[CH:14][C:13]=3[N:12]=[CH:11][C:10]=2[N:19]=1)[CH3:4].C(O)C. Product: [CH2:3]([O:5][CH2:6][C:7]1[N:8]([CH2:20][C:21]([CH3:27])([CH3:28])[C:22]([OH:24])=[O:23])[C:9]2[C:18]3[CH:17]=[CH:16][CH:15]=[CH:14][C:13]=3[N:12]=[CH:11][C:10]=2[N:19]=1)[CH3:4]. The catalyst class is: 6. (5) Reactant: [NH2:1][CH:2]([C:7]1[CH:8]=[C:9]([CH:17]=[C:18]([C:20]2[CH:25]=[CH:24][C:23]([CH3:26])=[CH:22][N:21]=2)[CH:19]=1)[C:10]([O:12]C(C)(C)C)=[O:11])[C:3]([F:6])([F:5])[F:4].[F:27][C:28]([F:33])([F:32])[C:29]([OH:31])=[O:30]. Product: [F:27][C:28]([F:33])([F:32])[C:29]([O-:31])=[O:30].[NH2:1][CH:2]([C:7]1[CH:8]=[C:9]([CH:17]=[C:18]([C:20]2[CH:25]=[CH:24][C:23]([CH3:26])=[CH:22][N:21]=2)[CH:19]=1)[C:10]([OH:12])=[O:11])[C:3]([F:4])([F:5])[F:6]. The catalyst class is: 4.